Dataset: NCI-60 drug combinations with 297,098 pairs across 59 cell lines. Task: Regression. Given two drug SMILES strings and cell line genomic features, predict the synergy score measuring deviation from expected non-interaction effect. Synergy scores: CSS=24.8, Synergy_ZIP=0.868, Synergy_Bliss=3.08, Synergy_Loewe=1.63, Synergy_HSA=5.28. Drug 2: C1CCC(C(C1)N)N.C(=O)(C(=O)[O-])[O-].[Pt+4]. Drug 1: CCC1(CC2CC(C3=C(CCN(C2)C1)C4=CC=CC=C4N3)(C5=C(C=C6C(=C5)C78CCN9C7C(C=CC9)(C(C(C8N6C=O)(C(=O)OC)O)OC(=O)C)CC)OC)C(=O)OC)O.OS(=O)(=O)O. Cell line: MALME-3M.